This data is from NCI-60 drug combinations with 297,098 pairs across 59 cell lines. The task is: Regression. Given two drug SMILES strings and cell line genomic features, predict the synergy score measuring deviation from expected non-interaction effect. (1) Drug 1: CCN(CC)CCNC(=O)C1=C(NC(=C1C)C=C2C3=C(C=CC(=C3)F)NC2=O)C. Drug 2: CN(CC1=CN=C2C(=N1)C(=NC(=N2)N)N)C3=CC=C(C=C3)C(=O)NC(CCC(=O)O)C(=O)O. Cell line: NCI-H460. Synergy scores: CSS=32.9, Synergy_ZIP=-0.459, Synergy_Bliss=-0.299, Synergy_Loewe=-25.1, Synergy_HSA=0.0390. (2) Drug 1: CC12CCC3C(C1CCC2O)C(CC4=C3C=CC(=C4)O)CCCCCCCCCS(=O)CCCC(C(F)(F)F)(F)F. Drug 2: C(CCl)NC(=O)N(CCCl)N=O. Cell line: A498. Synergy scores: CSS=4.77, Synergy_ZIP=-2.23, Synergy_Bliss=-1.17, Synergy_Loewe=-11.2, Synergy_HSA=-1.33. (3) Drug 1: CNC(=O)C1=CC=CC=C1SC2=CC3=C(C=C2)C(=NN3)C=CC4=CC=CC=N4. Drug 2: CC1=C(C(=CC=C1)Cl)NC(=O)C2=CN=C(S2)NC3=CC(=NC(=N3)C)N4CCN(CC4)CCO. Cell line: UO-31. Synergy scores: CSS=23.2, Synergy_ZIP=-0.516, Synergy_Bliss=8.55, Synergy_Loewe=-14.5, Synergy_HSA=8.57. (4) Synergy scores: CSS=-3.50, Synergy_ZIP=-4.37, Synergy_Bliss=-6.35, Synergy_Loewe=-8.35, Synergy_HSA=-7.95. Drug 2: CC1CCCC2(C(O2)CC(NC(=O)CC(C(C(=O)C(C1O)C)(C)C)O)C(=CC3=CSC(=N3)C)C)C. Drug 1: CC(CN1CC(=O)NC(=O)C1)N2CC(=O)NC(=O)C2. Cell line: SF-268. (5) Drug 1: C1CC(C1)(C(=O)O)C(=O)O.[NH2-].[NH2-].[Pt+2]. Drug 2: C1=NC2=C(N1)C(=S)N=CN2. Cell line: BT-549. Synergy scores: CSS=28.3, Synergy_ZIP=-11.9, Synergy_Bliss=-7.27, Synergy_Loewe=-12.6, Synergy_HSA=-4.64. (6) Drug 1: C1CC(C1)(C(=O)O)C(=O)O.[NH2-].[NH2-].[Pt+2]. Drug 2: C1=NC(=NC(=O)N1C2C(C(C(O2)CO)O)O)N. Cell line: HCT-15. Synergy scores: CSS=15.7, Synergy_ZIP=-6.77, Synergy_Bliss=2.21, Synergy_Loewe=-18.7, Synergy_HSA=0.477.